This data is from NCI-60 drug combinations with 297,098 pairs across 59 cell lines. The task is: Regression. Given two drug SMILES strings and cell line genomic features, predict the synergy score measuring deviation from expected non-interaction effect. (1) Drug 1: CC1C(C(CC(O1)OC2CC(CC3=C2C(=C4C(=C3O)C(=O)C5=C(C4=O)C(=CC=C5)OC)O)(C(=O)C)O)N)O.Cl. Drug 2: CS(=O)(=O)OCCCCOS(=O)(=O)C. Cell line: CAKI-1. Synergy scores: CSS=34.1, Synergy_ZIP=-11.8, Synergy_Bliss=-9.14, Synergy_Loewe=-4.46, Synergy_HSA=-3.65. (2) Drug 1: C1=C(C(=O)NC(=O)N1)N(CCCl)CCCl. Drug 2: N.N.Cl[Pt+2]Cl. Cell line: IGROV1. Synergy scores: CSS=30.5, Synergy_ZIP=1.78, Synergy_Bliss=1.75, Synergy_Loewe=-0.688, Synergy_HSA=2.78. (3) Drug 1: C1C(C(OC1N2C=C(C(=O)NC2=O)F)CO)O. Drug 2: CNC(=O)C1=NC=CC(=C1)OC2=CC=C(C=C2)NC(=O)NC3=CC(=C(C=C3)Cl)C(F)(F)F. Cell line: T-47D. Synergy scores: CSS=-0.287, Synergy_ZIP=3.85, Synergy_Bliss=8.47, Synergy_Loewe=2.21, Synergy_HSA=1.40. (4) Drug 2: CC(C)CN1C=NC2=C1C3=CC=CC=C3N=C2N. Cell line: CAKI-1. Drug 1: CCN(CC)CCCC(C)NC1=C2C=C(C=CC2=NC3=C1C=CC(=C3)Cl)OC. Synergy scores: CSS=24.0, Synergy_ZIP=-5.62, Synergy_Bliss=0.737, Synergy_Loewe=-0.760, Synergy_HSA=-0.584. (5) Drug 1: CN(CC1=CN=C2C(=N1)C(=NC(=N2)N)N)C3=CC=C(C=C3)C(=O)NC(CCC(=O)O)C(=O)O. Drug 2: C(CN)CNCCSP(=O)(O)O. Cell line: ACHN. Synergy scores: CSS=53.7, Synergy_ZIP=-1.47, Synergy_Bliss=-6.44, Synergy_Loewe=-57.6, Synergy_HSA=-5.24. (6) Drug 1: C1CC(C1)(C(=O)O)C(=O)O.[NH2-].[NH2-].[Pt+2]. Drug 2: CC1CCC2CC(C(=CC=CC=CC(CC(C(=O)C(C(C(=CC(C(=O)CC(OC(=O)C3CCCCN3C(=O)C(=O)C1(O2)O)C(C)CC4CCC(C(C4)OC)OCCO)C)C)O)OC)C)C)C)OC. Cell line: HS 578T. Synergy scores: CSS=0.719, Synergy_ZIP=-0.614, Synergy_Bliss=3.00, Synergy_Loewe=-5.63, Synergy_HSA=-2.76. (7) Drug 1: CCCS(=O)(=O)NC1=C(C(=C(C=C1)F)C(=O)C2=CNC3=C2C=C(C=N3)C4=CC=C(C=C4)Cl)F. Drug 2: CC12CCC3C(C1CCC2=O)CC(=C)C4=CC(=O)C=CC34C. Cell line: U251. Synergy scores: CSS=29.5, Synergy_ZIP=-0.694, Synergy_Bliss=-0.756, Synergy_Loewe=-16.1, Synergy_HSA=-0.230. (8) Synergy scores: CSS=40.5, Synergy_ZIP=4.60, Synergy_Bliss=6.26, Synergy_Loewe=0.316, Synergy_HSA=8.61. Drug 2: CC1=C2C(C(=O)C3(C(CC4C(C3C(C(C2(C)C)(CC1OC(=O)C(C(C5=CC=CC=C5)NC(=O)C6=CC=CC=C6)O)O)OC(=O)C7=CC=CC=C7)(CO4)OC(=O)C)O)C)OC(=O)C. Drug 1: CCCS(=O)(=O)NC1=C(C(=C(C=C1)F)C(=O)C2=CNC3=C2C=C(C=N3)C4=CC=C(C=C4)Cl)F. Cell line: RXF 393. (9) Drug 1: C1=CC=C(C=C1)NC(=O)CCCCCCC(=O)NO. Drug 2: CC(C)(C#N)C1=CC(=CC(=C1)CN2C=NC=N2)C(C)(C)C#N. Cell line: HCT116. Synergy scores: CSS=4.52, Synergy_ZIP=-0.134, Synergy_Bliss=0.505, Synergy_Loewe=-3.25, Synergy_HSA=-2.49.